The task is: Predict which catalyst facilitates the given reaction.. This data is from Catalyst prediction with 721,799 reactions and 888 catalyst types from USPTO. (1) The catalyst class is: 129. Product: [NH2:11][C@@H:12]([CH2:24][C:25]1[CH:26]=[CH:27][CH:28]=[CH:29][CH:30]=1)[CH:13]([OH:23])[CH2:14][O:15][Si:16]([C:19]([CH3:22])([CH3:21])[CH3:20])([CH3:18])[CH3:17]. Reactant: C(OC([NH:11][C@@H:12]([CH2:24][C:25]1[CH:30]=[CH:29][CH:28]=[CH:27][CH:26]=1)[CH:13]([OH:23])[CH2:14][O:15][Si:16]([C:19]([CH3:22])([CH3:21])[CH3:20])([CH3:18])[CH3:17])=O)C1C=CC=CC=1. (2) Reactant: [C:1](Cl)(=[O:8])[C:2]1[CH:7]=[CH:6][CH:5]=[CH:4][CH:3]=1.[C:10]([O:14][C:15](=[O:49])[N:16]([C@H:18]([C:20](=[O:48])[NH:21][C@@H:22]1[C:28](=[O:29])[N:27]([CH2:30][C:31]2[C:40]3[C:35](=[CH:36][C:37]([Br:41])=[CH:38][CH:39]=3)[CH:34]=[CH:33][C:32]=2[O:42][CH3:43])[C:26]2[CH:44]=[CH:45][CH:46]=[CH:47][C:25]=2[NH:24][CH2:23]1)[CH3:19])[CH3:17])([CH3:13])([CH3:12])[CH3:11].N1C=CC=CC=1. Product: [C:10]([O:14][C:15](=[O:49])[N:16]([C@H:18]([C:20](=[O:48])[NH:21][C@@H:22]1[C:28](=[O:29])[N:27]([CH2:30][C:31]2[C:40]3[C:35](=[CH:36][C:37]([Br:41])=[CH:38][CH:39]=3)[CH:34]=[CH:33][C:32]=2[O:42][CH3:43])[C:26]2[CH:44]=[CH:45][CH:46]=[CH:47][C:25]=2[N:24]([C:1](=[O:8])[C:2]2[CH:7]=[CH:6][CH:5]=[CH:4][CH:3]=2)[CH2:23]1)[CH3:19])[CH3:17])([CH3:11])([CH3:12])[CH3:13]. The catalyst class is: 2. (3) Reactant: Cl[CH2:2][CH2:3][CH2:4][S:5]([N:8]1[CH2:13][CH2:12][CH:11]([C:14]2[C:22]3[C:17](=[C:18]([C:29]([NH2:31])=[O:30])[CH:19]=[C:20]([C:23]4[CH:28]=[CH:27][CH:26]=[CH:25][CH:24]=4)[CH:21]=3)[NH:16][N:15]=2)[CH2:10][CH2:9]1)(=[O:7])=[O:6].C([O-])([O-])=O.[K+].[K+].[NH2:38][CH:39]([CH2:42][OH:43])[CH2:40][OH:41].[I-].[Na+]. Product: [OH:41][CH2:40][CH:39]([NH:38][CH2:2][CH2:3][CH2:4][S:5]([N:8]1[CH2:13][CH2:12][CH:11]([C:14]2[C:22]3[C:17](=[C:18]([C:29]([NH2:31])=[O:30])[CH:19]=[C:20]([C:23]4[CH:28]=[CH:27][CH:26]=[CH:25][CH:24]=4)[CH:21]=3)[NH:16][N:15]=2)[CH2:10][CH2:9]1)(=[O:7])=[O:6])[CH2:42][OH:43]. The catalyst class is: 3. (4) Reactant: [ClH:1].[F:2][C:3]1[CH:4]=[C:5]([C:10]2[C:18]3[C:13](=[CH:14][C:15]([O:19][CH2:20][CH2:21][CH2:22][N:23]4[CH2:28][CH2:27][NH:26][CH2:25][CH2:24]4)=[CH:16][CH:17]=3)[C:12](=[O:29])[C:11]=2[C:30]2[CH:31]=[N:32][CH:33]=[CH:34][CH:35]=2)[CH:6]=[C:7]([F:9])[CH:8]=1.N1C=CC=CC=1.[C:42](OC(=O)C)(=[O:44])[CH3:43]. Product: [ClH:1].[C:42]([N:26]1[CH2:27][CH2:28][N:23]([CH2:22][CH2:21][CH2:20][O:19][C:15]2[CH:14]=[C:13]3[C:18]([C:10]([C:5]4[CH:6]=[C:7]([F:9])[CH:8]=[C:3]([F:2])[CH:4]=4)=[C:11]([C:30]4[CH:31]=[N:32][CH:33]=[CH:34][CH:35]=4)[C:12]3=[O:29])=[CH:17][CH:16]=2)[CH2:24][CH2:25]1)(=[O:44])[CH3:43]. The catalyst class is: 2. (5) Reactant: [F:1][C:2]([F:29])([C:24]1[NH:28][N:27]=[N:26][N:25]=1)[C:3]1[CH:11]=[C:10]2[C:6]([C:7]([CH3:23])=[N:8][N:9]2[CH2:12][C:13]2[C:20]([CH2:21][OH:22])=[CH:19][CH:18]=[CH:17][C:14]=2[C:15]#[N:16])=[CH:5][CH:4]=1.[OH-].[K+:31]. Product: [C:15]([C:14]1[CH:17]=[CH:18][CH:19]=[C:20]([CH2:21][OH:22])[C:13]=1[CH2:12][N:9]1[C:10]2[C:6](=[CH:5][CH:4]=[C:3]([C:2]([F:29])([F:1])[C:24]3[N-:25][N:26]=[N:27][N:28]=3)[CH:11]=2)[C:7]([CH3:23])=[N:8]1)#[N:16].[K+:31]. The catalyst class is: 8. (6) Reactant: [O:1]1[CH2:6][CH2:5][CH2:4][CH2:3][CH:2]1[N:7]1[C:11]2=[N:12][CH:13]=[C:14](B3OC(C)(C)C(C)(C)O3)[CH:15]=[C:10]2[C:9]([CH:25]=[O:26])=[N:8]1.Br[C:28]1[CH:29]=[N:30][CH:31]=[C:32]([CH2:34][N:35]2[CH2:40][CH2:39][CH2:38][CH2:37][CH2:36]2)[CH:33]=1.C([O-])([O-])=O.[Na+].[Na+].COCCOC. Product: [N:35]1([CH2:34][C:32]2[CH:33]=[C:28]([C:14]3[CH:15]=[C:10]4[C:9]([CH:25]=[O:26])=[N:8][N:7]([CH:2]5[CH2:3][CH2:4][CH2:5][CH2:6][O:1]5)[C:11]4=[N:12][CH:13]=3)[CH:29]=[N:30][CH:31]=2)[CH2:40][CH2:39][CH2:38][CH2:37][CH2:36]1. The catalyst class is: 587. (7) Reactant: [CH2:1]([N:3]1[C:15]2[CH:14]=[CH:13][C:12]([NH:16][C:17](=[O:25])[CH2:18][C:19]([OH:24])([CH3:23])[CH2:20][CH2:21][OH:22])=[CH:11][C:10]=2[C:9]2[C:4]1=[CH:5][CH:6]=[CH:7][CH:8]=2)[CH3:2].[Cl:26][C:27]1[CH:34]=[C:33](F)[CH:32]=[CH:31][C:28]=1[C:29]#[N:30].CC(C)([O-])C.[K+].O. Product: [Cl:26][C:27]1[CH:34]=[C:33]([CH:32]=[CH:31][C:28]=1[C:29]#[N:30])[O:22][CH2:21][CH2:20][C:19]([OH:24])([CH3:23])[CH2:18][C:17]([NH:16][C:12]1[CH:13]=[CH:14][C:15]2[N:3]([CH2:1][CH3:2])[C:4]3[C:9]([C:10]=2[CH:11]=1)=[CH:8][CH:7]=[CH:6][CH:5]=3)=[O:25]. The catalyst class is: 1. (8) Reactant: [N:1]1[CH:6]=[CH:5][CH:4]=[CH:3][C:2]=1[C:7]1[CH:36]=[CH:35][C:10]([C:11]([NH:13][CH2:14][CH2:15][O:16][C:17]2[CH:22]=[CH:21][C:20]([CH2:23][CH:24]([N:30]3[CH:34]=[CH:33][CH:32]=[CH:31]3)[C:25]([O:27]CC)=[O:26])=[CH:19][CH:18]=2)=[O:12])=[CH:9][CH:8]=1.[OH-].[Na+]. Product: [N:1]1[CH:6]=[CH:5][CH:4]=[CH:3][C:2]=1[C:7]1[CH:8]=[CH:9][C:10]([C:11]([NH:13][CH2:14][CH2:15][O:16][C:17]2[CH:22]=[CH:21][C:20]([CH2:23][CH:24]([N:30]3[CH:31]=[CH:32][CH:33]=[CH:34]3)[C:25]([OH:27])=[O:26])=[CH:19][CH:18]=2)=[O:12])=[CH:35][CH:36]=1. The catalyst class is: 5. (9) Reactant: C(Cl)(=O)C(Cl)=O.CS(C)=O.[F:11][C:12]([F:25])([F:24])[C:13]1[CH:14]=[C:15]([CH:18]=[CH:19][C:20]=1[N+:21]([O-:23])=[O:22])[CH2:16][OH:17].C(N(CC)CC)C. Product: [F:11][C:12]([F:24])([F:25])[C:13]1[CH:14]=[C:15]([CH:18]=[CH:19][C:20]=1[N+:21]([O-:23])=[O:22])[CH:16]=[O:17]. The catalyst class is: 4. (10) Reactant: B(Br)(Br)Br.[CH3:5][O:6][C:7]1[C:8]([CH3:24])=[C:9]([C:19]([O:22]C)=[CH:20][CH:21]=1)[C:10]([O:12][C:13]1[CH:18]=[CH:17][CH:16]=[CH:15][CH:14]=1)=[O:11]. Product: [OH:22][C:19]1[C:9]([C:10]([O:12][C:13]2[CH:18]=[CH:17][CH:16]=[CH:15][CH:14]=2)=[O:11])=[C:8]([CH3:24])[C:7]([O:6][CH3:5])=[CH:21][CH:20]=1. The catalyst class is: 2.